Dataset: Peptide-MHC class II binding affinity with 134,281 pairs from IEDB. Task: Regression. Given a peptide amino acid sequence and an MHC pseudo amino acid sequence, predict their binding affinity value. This is MHC class II binding data. The peptide sequence is SQDLELSWNLQGLQAY. The MHC is HLA-DQA10101-DQB10501 with pseudo-sequence HLA-DQA10101-DQB10501. The binding affinity (normalized) is 0.813.